This data is from Forward reaction prediction with 1.9M reactions from USPTO patents (1976-2016). The task is: Predict the product of the given reaction. (1) Given the reactants [CH3:1][CH:2]([CH2:6][CH3:7])[C:3](Cl)=[O:4].[NH2:8][C:9]1[CH:14]=[CH:13][C:12]([N:15]2[C:28](=[O:29])[C:18]3=[CH:19][NH:20][C:21]4[C:22]([F:27])=[CH:23][CH:24]=[CH:25][C:26]=4[C:17]3=[N:16]2)=[CH:11][CH:10]=1.C(N(CC)CC)C, predict the reaction product. The product is: [F:27][C:22]1[C:21]2[NH:20][CH:19]=[C:18]3[C:28](=[O:29])[N:15]([C:12]4[CH:13]=[CH:14][C:9]([NH:8][C:3](=[O:4])[CH:2]([CH3:1])[CH2:6][CH3:7])=[CH:10][CH:11]=4)[N:16]=[C:17]3[C:26]=2[CH:25]=[CH:24][CH:23]=1. (2) Given the reactants CON(C)[C:4](=[O:32])[C:5]1[CH:10]=[CH:9][CH:8]=[C:7]([NH:11][C:12]2[CH:17]=[C:16]([NH:18][C:19]3[CH:24]=[CH:23][C:22]([O:25][C:26]4[CH:31]=[CH:30][CH:29]=[CH:28][CH:27]=4)=[CH:21][CH:20]=3)[N:15]=[CH:14][N:13]=2)[CH:6]=1.[CH3:34][C:35]([CH3:39])=[CH:36][Mg]Br, predict the reaction product. The product is: [CH3:34][C:35]([CH3:39])=[CH:36][C:4]([C:5]1[CH:10]=[CH:9][CH:8]=[C:7]([NH:11][C:12]2[CH:17]=[C:16]([NH:18][C:19]3[CH:24]=[CH:23][C:22]([O:25][C:26]4[CH:31]=[CH:30][CH:29]=[CH:28][CH:27]=4)=[CH:21][CH:20]=3)[N:15]=[CH:14][N:13]=2)[CH:6]=1)=[O:32]. (3) Given the reactants [F:1][C:2]1([F:36])[O:6][C:5]2[CH:7]=[CH:8][C:9]([C:11]3([C:14]([NH:16][C:17]4[N:22]=[C:21]([C:23]5[CH:24]=[N:25][C:26]([O:33][CH3:34])=[C:27]([C:29]([O:31]C)=[O:30])[CH:28]=5)[C:20]([CH3:35])=[CH:19][CH:18]=4)=[O:15])[CH2:13][CH2:12]3)=[CH:10][C:4]=2[O:3]1.[OH-].[Li+], predict the reaction product. The product is: [F:36][C:2]1([F:1])[O:6][C:5]2[CH:7]=[CH:8][C:9]([C:11]3([C:14]([NH:16][C:17]4[N:22]=[C:21]([C:23]5[CH:24]=[N:25][C:26]([O:33][CH3:34])=[C:27]([C:29]([OH:31])=[O:30])[CH:28]=5)[C:20]([CH3:35])=[CH:19][CH:18]=4)=[O:15])[CH2:13][CH2:12]3)=[CH:10][C:4]=2[O:3]1. (4) Given the reactants [CH2:1]([O:8][C:9](=[O:18])[NH:10][CH:11]1[CH2:16][CH2:15][CH2:14][C:13](=[O:17])[CH2:12]1)[C:2]1[CH:7]=[CH:6][CH:5]=[CH:4][CH:3]=1.[BH4-].[Na+], predict the reaction product. The product is: [CH2:1]([O:8][C:9](=[O:18])[NH:10][CH:11]1[CH2:16][CH2:15][CH2:14][CH:13]([OH:17])[CH2:12]1)[C:2]1[CH:3]=[CH:4][CH:5]=[CH:6][CH:7]=1. (5) Given the reactants [OH:1][C:2]1[CH:10]=[CH:9][CH:8]=[C:7]([OH:11])[C:3]=1[C:4]([OH:6])=[O:5], predict the reaction product. The product is: [C:2]([O:1][C:2]1[CH:10]=[CH:9][CH:8]=[C:7]([O:11][C:7](=[O:11])[CH3:8])[C:3]=1[C:4]([OH:6])=[O:5])(=[O:1])[CH3:3].